Dataset: Forward reaction prediction with 1.9M reactions from USPTO patents (1976-2016). Task: Predict the product of the given reaction. (1) Given the reactants C([O:3][C:4](=[O:19])[C@@H:5]([O:17][CH3:18])[CH2:6][C:7]1[CH:12]=[CH:11][C:10]([O:13][CH2:14][CH2:15]Br)=[CH:9][CH:8]=1)C.[CH3:20][N:21]([CH3:29])[C:22]1[CH:23]=[C:24]([OH:28])[CH:25]=[CH:26][CH:27]=1.CO[C@@H](CC1C=CC(OCCCOC2C=CC=CC=2)=CC=1)C(O)=O, predict the reaction product. The product is: [CH3:20][N:21]([CH3:29])[C:22]1[CH:23]=[C:24]([CH:25]=[CH:26][CH:27]=1)[O:28][CH2:15][CH2:14][O:13][C:10]1[CH:9]=[CH:8][C:7]([CH2:6][C@H:5]([O:17][CH3:18])[C:4]([OH:3])=[O:19])=[CH:12][CH:11]=1. (2) Given the reactants [Cl:1][C:2]1[CH:7]=[CH:6][CH:5]=[CH:4][C:3]=1[CH2:8][CH2:9][N:10]1[CH2:14][CH2:13][C@@H:12]([NH:15][C:16]2[N:17]=[CH:18][C:19](/[CH:22]=[CH:23]/[C:24]([NH:26][O:27]C3CCCCO3)=[O:25])=[N:20][CH:21]=2)[CH2:11]1.[ClH:34], predict the reaction product. The product is: [ClH:1].[ClH:34].[Cl:1][C:2]1[CH:7]=[CH:6][CH:5]=[CH:4][C:3]=1[CH2:8][CH2:9][N:10]1[CH2:14][CH2:13][C@@H:12]([NH:15][C:16]2[N:17]=[CH:18][C:19](/[CH:22]=[CH:23]/[C:24]([NH:26][OH:27])=[O:25])=[N:20][CH:21]=2)[CH2:11]1. (3) Given the reactants [C:1]1([C:8]2[CH:13]=[CH:12][CH:11]=[CH:10][C:9]=2[NH2:14])[CH2:7][CH2:6][CH2:5][CH2:4][CH2:3][CH:2]=1.Cl.Cl[CH2:17][CH2:18][NH:19][CH2:20][CH2:21]Cl, predict the reaction product. The product is: [C:1]1([C:8]2[CH:13]=[CH:12][CH:11]=[CH:10][C:9]=2[N:14]2[CH2:21][CH2:20][NH:19][CH2:18][CH2:17]2)[CH2:7][CH2:6][CH2:5][CH2:4][CH2:3][CH:2]=1. (4) Given the reactants [C:1]([O:5][C:6]([NH:8][CH2:9][C:10]1[CH:35]=[CH:34][C:13]([CH2:14][O:15][C:16]2[CH:21]=[CH:20][C:19]([C:22]([OH:33])([C:27]3[CH:32]=[CH:31][CH:30]=[CH:29][CH:28]=3)[C:23]([O:25]C)=[O:24])=[CH:18][CH:17]=2)=[CH:12][CH:11]=1)=[O:7])([CH3:4])([CH3:3])[CH3:2].[Li+].[OH-], predict the reaction product. The product is: [C:1]([O:5][C:6]([NH:8][CH2:9][C:10]1[CH:35]=[CH:34][C:13]([CH2:14][O:15][C:16]2[CH:21]=[CH:20][C:19]([C:22]([OH:33])([C:27]3[CH:32]=[CH:31][CH:30]=[CH:29][CH:28]=3)[C:23]([OH:25])=[O:24])=[CH:18][CH:17]=2)=[CH:12][CH:11]=1)=[O:7])([CH3:4])([CH3:2])[CH3:3]. (5) Given the reactants [C:1]([C:5]1[N:10]=[C:9]([N:11]2[CH2:16][CH2:15][N:14]([CH2:17][CH2:18][CH2:19][CH2:20][NH2:21])[CH2:13][CH2:12]2)[CH:8]=[C:7]([C:22]([F:25])([F:24])[F:23])[N:6]=1)([CH3:4])([CH3:3])[CH3:2].C1N=CN([C:31](N2C=NC=C2)=[O:32])C=1.[C:38]1([N:44]2[CH2:49][CH2:48][NH:47][CH2:46][CH2:45]2)[CH:43]=[CH:42][CH:41]=[CH:40][CH:39]=1, predict the reaction product. The product is: [C:1]([C:5]1[N:10]=[C:9]([N:11]2[CH2:16][CH2:15][N:14]([CH2:17][CH2:18][CH2:19][CH2:20][NH:21][C:31]([N:47]3[CH2:48][CH2:49][N:44]([C:38]4[CH:43]=[CH:42][CH:41]=[CH:40][CH:39]=4)[CH2:45][CH2:46]3)=[O:32])[CH2:13][CH2:12]2)[CH:8]=[C:7]([C:22]([F:24])([F:25])[F:23])[N:6]=1)([CH3:4])([CH3:2])[CH3:3]. (6) The product is: [Br:1][C:2]1[CH:3]=[C:4]([SH:20])[CH:6]=[CH:7][C:8]=1[CH3:9]. Given the reactants [Br:1][C:2]1[CH:3]=[C:4]([CH:6]=[CH:7][C:8]=1[CH3:9])N.Cl.N([O-])=O.[Na+].[K+].C(OC([S-])=[S:20])C.[OH-].[K+], predict the reaction product. (7) Given the reactants Cl.[Br:2][C:3]1[N:8]=[C:7]([CH2:9][NH2:10])[CH:6]=[CH:5][CH:4]=1.C(N(CC)CC)C.[C:18]1(=O)[CH2:22][CH2:21][C:20](=[O:23])[CH2:19]1.O.C1(C)C=CC(S(O)(=O)=O)=CC=1, predict the reaction product. The product is: [Br:2][C:3]1[N:8]=[C:7]([CH2:9][NH:10][C:18]2[CH2:22][CH2:21][C:20](=[O:23])[CH:19]=2)[CH:6]=[CH:5][CH:4]=1. (8) Given the reactants [CH2:1]([O:8][C:9]([N:11]1[CH2:15][CH2:14][CH2:13][C@H:12]1[C:16]1[NH:20][C:19]2[CH:21]=[CH:22][C:23](B3OC(C)(C)C(C)(C)O3)=[CH:24][C:18]=2[N:17]=1)=[O:10])[C:2]1[CH:7]=[CH:6][CH:5]=[CH:4][CH:3]=1.Br[C:35]1[CH:36]=[C:37]([CH:45]=[CH:46][CH:47]=1)[CH2:38][NH:39][C:40]([CH:42]1[CH2:44][CH2:43]1)=[O:41].CN(C=O)C, predict the reaction product. The product is: [CH2:1]([O:8][C:9]([N:11]1[CH2:15][CH2:14][CH2:13][C@H:12]1[C:16]1[NH:17][C:18]2[CH:24]=[C:23]([C:35]3[CH:47]=[CH:46][CH:45]=[C:37]([CH2:38][NH:39][C:40]([CH:42]4[CH2:44][CH2:43]4)=[O:41])[CH:36]=3)[CH:22]=[CH:21][C:19]=2[N:20]=1)=[O:10])[C:2]1[CH:3]=[CH:4][CH:5]=[CH:6][CH:7]=1. (9) Given the reactants [F:1][C:2]1([CH2:8][OH:9])[CH2:7][CH2:6][O:5][CH2:4][CH2:3]1.[H-].[Na+].F[C:13]1[CH:18]=[CH:17][C:16]([S:19]([NH2:22])(=[O:21])=[O:20])=[CH:15][C:14]=1[S:23]([C:26]([F:29])([F:28])[F:27])(=[O:25])=[O:24], predict the reaction product. The product is: [F:1][C:2]1([CH2:8][O:9][C:13]2[CH:18]=[CH:17][C:16]([S:19]([NH2:22])(=[O:21])=[O:20])=[CH:15][C:14]=2[S:23]([C:26]([F:27])([F:29])[F:28])(=[O:25])=[O:24])[CH2:7][CH2:6][O:5][CH2:4][CH2:3]1. (10) Given the reactants [Li+].[CH3:2]C([N-]C(C)C)C.[CH2:9]1[CH2:14][CH2:13][CH2:12][CH2:11]C1.[C:15]([O:20][CH2:21][CH3:22])(=[O:19])C(C)C.C(Br)C#C.[NH4+].[Cl-], predict the reaction product. The product is: [CH3:2][C:12]([CH3:11])([CH2:13][C:14]#[CH:9])[C:15]([O:20][CH2:21][CH3:22])=[O:19].